This data is from Full USPTO retrosynthesis dataset with 1.9M reactions from patents (1976-2016). The task is: Predict the reactants needed to synthesize the given product. The reactants are: [F:1][C:2]1[CH:3]=[C:4]2[C:8](=[CH:9][CH:10]=1)[NH:7][C:6](=[O:11])[CH2:5]2.[O:12]=[C:13]1[C:18]2=[CH:19][NH:20][C:21]([CH:22]=O)=[C:17]2[CH2:16][CH2:15][O:14]1. Given the product [F:1][C:2]1[CH:3]=[C:4]2[C:8](=[CH:9][CH:10]=1)[NH:7][C:6](=[O:11])[C:5]2=[CH:22][C:21]1[NH:20][CH:19]=[C:18]2[C:13](=[O:12])[O:14][CH2:15][CH2:16][C:17]=12, predict the reactants needed to synthesize it.